From a dataset of Forward reaction prediction with 1.9M reactions from USPTO patents (1976-2016). Predict the product of the given reaction. (1) Given the reactants [N+:1]([C:4]1[CH:5]=[C:6]([CH:14]=[CH:15][CH:16]=1)[O:7][C:8]1[CH:9]=[N:10][CH:11]=[CH:12][CH:13]=1)([O-])=O.[OH-].[Na+], predict the reaction product. The product is: [N:10]1[CH:11]=[CH:12][CH:13]=[C:8]([O:7][C:6]2[CH:5]=[C:4]([CH:16]=[CH:15][CH:14]=2)[NH2:1])[CH:9]=1. (2) Given the reactants [CH3:1][C:2]1[O:6][N:5]=[C:4]([CH2:7][OH:8])[CH:3]=1.[N+:9]([C:12]1[CH:19]=[CH:18][CH:17]=[C:16]([N+]([O-])=O)[C:13]=1[C:14]#[N:15])([O-:11])=[O:10], predict the reaction product. The product is: [CH3:1][C:2]1[O:6][N:5]=[C:4]([CH2:7][O:8][C:16]2[CH:17]=[CH:18][CH:19]=[C:12]([N+:9]([O-:11])=[O:10])[C:13]=2[C:14]#[N:15])[CH:3]=1. (3) Given the reactants [CH3:1][C:2]([N:10]1[CH:14]=[C:13]([N+:15]([O-])=O)[N:12]=[CH:11]1)([CH3:9])[CH2:3][N:4]1[CH2:8][CH2:7][CH2:6][CH2:5]1.[F:18][C:19]1[CH:20]=[C:21]([CH2:26][C:27]([NH:29][C@@H:30]([C:34]2[CH:39]=[CH:38][CH:37]=[CH:36][CH:35]=2)[C:31](O)=[O:32])=[O:28])[CH:22]=[C:23]([F:25])[CH:24]=1, predict the reaction product. The product is: [F:18][C:19]1[CH:20]=[C:21]([CH2:26][C:27]([NH:29][C@@H:30]([C:34]2[CH:39]=[CH:38][CH:37]=[CH:36][CH:35]=2)[C:31]([NH:15][C:13]2[N:12]=[CH:11][N:10]([C:2]([CH3:9])([CH3:1])[CH2:3][N:4]3[CH2:8][CH2:7][CH2:6][CH2:5]3)[CH:14]=2)=[O:32])=[O:28])[CH:22]=[C:23]([F:25])[CH:24]=1. (4) Given the reactants Cl.C[O:3][C:4]1(OC)[C:12]2[C:7](=[CH:8][CH:9]=[C:10]([S:13][CH2:14][CH2:15][C:16]3[CH:25]=[CH:24][C:19]([C:20]([O:22][CH3:23])=[O:21])=[CH:18][CH:17]=3)[CH:11]=2)[N:6]([CH2:26][CH2:27][C:28]2[CH:33]=[CH:32][CH:31]=[CH:30][CH:29]=2)[C:5]1=[O:34], predict the reaction product. The product is: [O:34]=[C:5]1[C:4](=[O:3])[C:12]2[C:7](=[CH:8][CH:9]=[C:10]([S:13][CH2:14][CH2:15][C:16]3[CH:25]=[CH:24][C:19]([C:20]([O:22][CH3:23])=[O:21])=[CH:18][CH:17]=3)[CH:11]=2)[N:6]1[CH2:26][CH2:27][C:28]1[CH:29]=[CH:30][CH:31]=[CH:32][CH:33]=1. (5) Given the reactants [CH3:1][O:2][C:3]1[C:8]([CH2:9][CH:10]2[CH2:15][NH:14][CH2:13][CH2:12][NH:11]2)=[CH:7][CH:6]=[CH:5][N:4]=1.C(N(CC)CC)C.[S:23]1[CH:27]=[CH:26][CH:25]=[C:24]1[S:28](Cl)(=[O:30])=[O:29], predict the reaction product. The product is: [CH3:1][O:2][C:3]1[C:8]([CH2:9][CH:10]2[NH:11][CH2:12][CH2:13][N:14]([S:28]([C:24]3[S:23][CH:27]=[CH:26][CH:25]=3)(=[O:30])=[O:29])[CH2:15]2)=[CH:7][CH:6]=[CH:5][N:4]=1.